Dataset: Full USPTO retrosynthesis dataset with 1.9M reactions from patents (1976-2016). Task: Predict the reactants needed to synthesize the given product. (1) Given the product [F:36][C:13]1[C:12]([C:7]2[C:2]([CH3:1])=[N:3][CH:4]=[CH:5][CH:6]=2)=[CH:21][C:20]([OH:22])=[C:19]2[C:14]=1[C:15](=[O:35])[NH:16][CH:17]=[N:18]2, predict the reactants needed to synthesize it. The reactants are: [CH3:1][C:2]1[C:7](B(O)O)=[CH:6][CH:5]=[CH:4][N:3]=1.Br[C:12]1[C:13]([F:36])=[C:14]2[C:19](=[C:20]([O:22]COCCOC)[CH:21]=1)[N:18]=[CH:17][N:16](COCCOC)[C:15]2=[O:35]. (2) Given the product [CH3:25][CH:23]([CH2:22][CH2:21][CH2:20][CH:19]([CH2:18][CH2:17][CH2:16][CH:15]([CH2:14][CH2:13][CH2:12][CH2:11][CH:10]([CH2:9][CH2:8][CH2:7][CH:6]([CH2:5][CH2:4][CH2:3][CH:2]([CH3:30])[CH3:1])[CH3:29])[CH3:28])[CH3:27])[CH3:26])[CH3:24], predict the reactants needed to synthesize it. The reactants are: [CH3:1][C:2]([CH3:30])=[CH:3][CH2:4][CH2:5]/[C:6](/[CH3:29])=[CH:7]/[CH2:8][CH2:9]/[C:10](/[CH3:28])=[CH:11]/[CH:12]=[CH:13]\[CH:14]=[C:15](/[CH3:27])\[CH2:16][CH2:17]/[CH:18]=[C:19](\[CH3:26])/[CH2:20][CH2:21][CH:22]=[C:23]([CH3:25])[CH3:24]. (3) Given the product [CH2:1]([C:8]1[O:9][C:10]2[CH:29]=[CH:28][CH:27]=[CH:26][C:11]=2[C:12]=1[C:13]1[CH:18]=[CH:17][C:16]([C:19]2[CH:24]=[CH:23][C:22]([O:25][C@@H:33]([CH2:34][CH2:35][C:36]3[CH:41]=[CH:40][CH:39]=[CH:38][CH:37]=3)[C:32]([OH:43])=[O:31])=[CH:21][CH:20]=2)=[CH:15][CH:14]=1)[C:2]1[CH:3]=[CH:4][CH:5]=[CH:6][CH:7]=1, predict the reactants needed to synthesize it. The reactants are: [CH2:1]([C:8]1[O:9][C:10]2[CH:29]=[CH:28][CH:27]=[CH:26][C:11]=2[C:12]=1[C:13]1[CH:18]=[CH:17][C:16]([C:19]2[CH:24]=[CH:23][C:22]([OH:25])=[CH:21][CH:20]=2)=[CH:15][CH:14]=1)[C:2]1[CH:7]=[CH:6][CH:5]=[CH:4][CH:3]=1.C[O:31][C:32](=[O:43])[C@H:33](O)[CH2:34][CH2:35][C:36]1[CH:41]=[CH:40][CH:39]=[CH:38][CH:37]=1. (4) Given the product [N+:7]([C:6]1[S:5][CH:4]=[C:3]([C:10]#[N:11])[C:2]=1[C:17]1[S:21][CH:20]=[N:19][CH:18]=1)([O-:9])=[O:8], predict the reactants needed to synthesize it. The reactants are: Br[C:2]1[C:3]([C:10]#[N:11])=[CH:4][S:5][C:6]=1[N+:7]([O-:9])=[O:8].C([Sn](CCCC)(CCCC)[C:17]1[S:21][CH:20]=[N:19][CH:18]=1)CCC.O1CCOCC1. (5) Given the product [Cl:23][C:14]1[CH:15]=[C:16]([S:19]([CH3:22])(=[O:20])=[O:21])[CH:17]=[CH:18][C:13]=1[CH2:12][N:8]1[CH2:7][CH:6]2[CH2:24][O:25][CH2:26][CH2:27][N:5]2[C:4]2[N:3]=[C:2]([C:36]3[CH:35]=[CH:34][C:33]([NH:32][C:30]([NH:29][CH3:28])=[O:31])=[CH:38][CH:37]=3)[N:11]=[CH:10][C:9]1=2, predict the reactants needed to synthesize it. The reactants are: Cl[C:2]1[N:11]=[CH:10][C:9]2[N:8]([CH2:12][C:13]3[CH:18]=[CH:17][C:16]([S:19]([CH3:22])(=[O:21])=[O:20])=[CH:15][C:14]=3[Cl:23])[CH2:7][CH:6]3[CH2:24][O:25][CH2:26][CH2:27][N:5]3[C:4]=2[N:3]=1.[CH3:28][NH:29][C:30]([NH:32][C:33]1[CH:38]=[CH:37][C:36](B2OC(C)(C)C(C)(C)O2)=[CH:35][CH:34]=1)=[O:31].